Predict the reactants needed to synthesize the given product. From a dataset of Full USPTO retrosynthesis dataset with 1.9M reactions from patents (1976-2016). (1) The reactants are: [CH3:1][S:2]([C:5]1[CH:14]=[CH:13][C:12]2[C:7](=[CH:8][CH:9]=[C:10]([C:15](OC)=[O:16])[CH:11]=2)[N:6]=1)(=[O:4])=[O:3]. Given the product [CH3:1][S:2]([C:5]1[CH:14]=[CH:13][C:12]2[C:7](=[CH:8][CH:9]=[C:10]([CH2:15][OH:16])[CH:11]=2)[N:6]=1)(=[O:4])=[O:3], predict the reactants needed to synthesize it. (2) Given the product [CH2:51]([N:32]1[CH2:33][CH2:34][N:29]([C:27]2[N:28]=[C:23]([N:17]3[CH2:16][CH:15]4[O:22][CH:19]([CH2:20][CH2:21]4)[CH2:18]3)[N:24]=[C:25]([C:35]3[CH:36]=[CH:37][C:38]([NH:41][C:42]([NH:44][C:45]4[CH:46]=[CH:47][N:48]=[CH:49][CH:50]=4)=[O:43])=[CH:39][CH:40]=3)[N:26]=2)[CH2:30][CH2:31]1)[C:52]1[CH:57]=[CH:56][CH:55]=[CH:54][CH:53]=1, predict the reactants needed to synthesize it. The reactants are: OC(C(F)(F)F)=O.OC(C(F)(F)F)=O.[CH:15]12[O:22][CH:19]([CH2:20][CH2:21]1)[CH2:18][N:17]([C:23]1[N:28]=[C:27]([N:29]3[CH2:34][CH2:33][NH:32][CH2:31][CH2:30]3)[N:26]=[C:25]([C:35]3[CH:40]=[CH:39][C:38]([NH:41][C:42]([NH:44][C:45]4[CH:50]=[CH:49][N:48]=[CH:47][CH:46]=4)=[O:43])=[CH:37][CH:36]=3)[N:24]=1)[CH2:16]2.[CH:51](=O)[C:52]1[CH:57]=[CH:56][CH:55]=[CH:54][CH:53]=1.C(O[BH-](OC(=O)C)OC(=O)C)(=O)C.[Na+]. (3) Given the product [C:28]([C:30]1[CH:50]=[C:49]([C:2]2[N:3]=[C:4]([NH:8][C:9]3[CH:14]=[CH:13][C:12]([N:15]4[CH2:20][CH2:19][N:18]([CH:21]5[CH2:26][CH2:25][O:24][CH2:23][CH2:22]5)[CH2:17][CH2:16]4)=[C:11]([F:27])[CH:10]=3)[N:5]=[CH:6][N:7]=2)[CH:48]=[CH:47][C:31]=1[O:32][C@H:33]1[CH2:38][CH2:37][N:36]([C:39]([O:41][C:42]([CH3:45])([CH3:44])[CH3:43])=[O:40])[CH2:35][C@H:34]1[F:46])#[N:29], predict the reactants needed to synthesize it. The reactants are: Cl[C:2]1[N:7]=[CH:6][N:5]=[C:4]([NH:8][C:9]2[CH:14]=[CH:13][C:12]([N:15]3[CH2:20][CH2:19][N:18]([CH:21]4[CH2:26][CH2:25][O:24][CH2:23][CH2:22]4)[CH2:17][CH2:16]3)=[C:11]([F:27])[CH:10]=2)[N:3]=1.[C:28]([C:30]1[CH:50]=[C:49](B2OC(C)(C)C(C)(C)O2)[CH:48]=[CH:47][C:31]=1[O:32][C@H:33]1[CH2:38][CH2:37][N:36]([C:39]([O:41][C:42]([CH3:45])([CH3:44])[CH3:43])=[O:40])[CH2:35][C@H:34]1[F:46])#[N:29].C(=O)([O-])[O-].[Na+].[Na+]. (4) Given the product [CH3:1][C:2]1[C:7]([C:8]([N:26]2[CH2:27][CH2:29][C:21]([CH3:22])([N:35]3[CH2:39][CH2:40][C:41](=[O:33])[CH2:42][CH2:43]3)[CH2:32][CH2:30]2)=[O:10])=[C:6]([CH3:11])[CH:5]=[CH:4][N:3]=1, predict the reactants needed to synthesize it. The reactants are: [CH3:1][C:2]1[C:7]([C:8]([OH:10])=O)=[C:6]([CH3:11])[CH:5]=[CH:4][N:3]=1.Cl.CN(C)CCCN=C=N[CH2:21][CH3:22].C([N:26]([CH:30]([CH3:32])C)[CH:27]([CH3:29])C)C.[OH2:33].O[N:35]1[C:39]2[CH:40]=[CH:41][CH:42]=[CH:43]C=2N=N1. (5) Given the product [NH2:1][C:2]1[N:6]([C:7]2[CH:12]=[CH:11][CH:10]=[CH:9][CH:8]=2)[N:5]=[C:4]([C:13]([NH2:14])=[O:16])[C:3]=1[CH3:15], predict the reactants needed to synthesize it. The reactants are: [NH2:1][C:2]1[N:6]([C:7]2[CH:12]=[CH:11][CH:10]=[CH:9][CH:8]=2)[N:5]=[C:4]([C:13]#[N:14])[C:3]=1[CH3:15].[OH-:16].[Na+]. (6) Given the product [ClH:1].[OH:37][C@H:28]([CH2:29][O:30][C:31]1[CH:32]=[CH:33][CH:34]=[CH:35][CH:36]=1)[CH2:27][NH:26][CH:22]1[CH2:21][C:20]2[CH:38]=[C:16]([O:15][CH2:14][C:13]([NH:4][C:3]([NH2:5])=[NH:2])=[O:12])[CH:17]=[CH:18][C:19]=2[CH2:25][CH2:24][CH2:23]1, predict the reactants needed to synthesize it. The reactants are: [ClH:1].[NH2:2][C:3]([NH2:5])=[NH:4].[O-]CC.[Na+].C([O:12][C:13](=O)[CH2:14][O:15][C:16]1[CH:17]=[CH:18][C:19]2[CH2:25][CH2:24][CH2:23][CH:22]([NH:26][CH2:27][C@H:28]([OH:37])[CH2:29][O:30][C:31]3[CH:36]=[CH:35][CH:34]=[CH:33][CH:32]=3)[CH2:21][C:20]=2[CH:38]=1)C.